This data is from Reaction yield outcomes from USPTO patents with 853,638 reactions. The task is: Predict the reaction yield, written as a fraction of the theoretical maximum amount of product (1.0 means a 100% yield; for example, 0.34 means a 34% yield). The reactants are [S:1]1[CH:5]=[CH:4][CH:3]=[C:2]1B(O)O.C(=O)(O)[O-].[Na+].C(OC([N:21]1[C:29]2[C:24](=[CH:25][C:26]([P:30]([O:34][CH3:35])([O:32][CH3:33])=[O:31])=[CH:27][CH:28]=2)[C:23](I)=[N:22]1)=O)(C)(C)C. The catalyst is C1C=CC([P]([Pd]([P](C2C=CC=CC=2)(C2C=CC=CC=2)C2C=CC=CC=2)([P](C2C=CC=CC=2)(C2C=CC=CC=2)C2C=CC=CC=2)[P](C2C=CC=CC=2)(C2C=CC=CC=2)C2C=CC=CC=2)(C2C=CC=CC=2)C2C=CC=CC=2)=CC=1.CN(C)C=O. The product is [CH3:35][O:34][P:30]([C:26]1[CH:25]=[C:24]2[C:29](=[CH:28][CH:27]=1)[NH:21][N:22]=[C:23]2[C:2]1[S:1][CH:5]=[CH:4][CH:3]=1)(=[O:31])[O:32][CH3:33]. The yield is 0.400.